The task is: Predict the product of the given reaction.. This data is from Forward reaction prediction with 1.9M reactions from USPTO patents (1976-2016). (1) Given the reactants [NH2:1][C:2]1[N:29]([CH2:30][CH3:31])[C:6]2[N:7]=[C:8]([NH:11][C:12]3[C:17]([O:18][CH3:19])=[CH:16][C:15]([N:20]4[CH2:25][CH2:24][N:23]([CH2:26][CH3:27])[CH2:22][CH2:21]4)=[CH:14][C:13]=3[F:28])[N:9]=[CH:10][C:5]=2[C:4](=[O:32])[C:3]=1[C:33]([NH2:35])=[O:34].CC[Cl:38], predict the reaction product. The product is: [ClH:38].[NH2:1][C:2]1[N:29]([CH2:30][CH3:31])[C:6]2[N:7]=[C:8]([NH:11][C:12]3[C:17]([O:18][CH3:19])=[CH:16][C:15]([N:20]4[CH2:25][CH2:24][N:23]([CH2:26][CH3:27])[CH2:22][CH2:21]4)=[CH:14][C:13]=3[F:28])[N:9]=[CH:10][C:5]=2[C:4](=[O:32])[C:3]=1[C:33]([NH2:35])=[O:34]. (2) Given the reactants C([O:4][C:5]1[CH:10]=[CH:9][C:8]([C:11]2[N:12]=[C:13]([CH2:38][C:39]3[CH:44]=[CH:43][CH:42]=[CH:41][CH:40]=3)[C:14]([N:17](S(CC3C=CC=CC=3)(=O)=O)[S:18]([CH2:21][C:22]3[CH:27]=[CH:26][CH:25]=[CH:24][CH:23]=3)(=[O:20])=[O:19])=[N:15][CH:16]=2)=[CH:7][CH:6]=1)(=O)C.[OH-].[Na+].Cl, predict the reaction product. The product is: [CH2:38]([C:13]1[C:14]([NH:17][S:18]([CH2:21][C:22]2[CH:27]=[CH:26][CH:25]=[CH:24][CH:23]=2)(=[O:20])=[O:19])=[N:15][CH:16]=[C:11]([C:8]2[CH:9]=[CH:10][C:5]([OH:4])=[CH:6][CH:7]=2)[N:12]=1)[C:39]1[CH:40]=[CH:41][CH:42]=[CH:43][CH:44]=1. (3) Given the reactants CCCS([C:7]1[O:8][C:9]2[CH:15]=[CH:14][C:13]([C:16]3[CH:23]=[CH:22][C:19]([C:20]#[N:21])=[CH:18][CH:17]=3)=[CH:12][C:10]=2[CH:11]=1)(=O)=O.Br.[CH3:25][C@@H:26]1[CH2:30][CH2:29][CH2:28][NH:27]1.C(=O)([O-])[O-].[Na+].[Na+].[C:37](#N)[CH3:38], predict the reaction product. The product is: [CH3:25][C@@H:26]1[CH2:30][CH2:29][CH2:28][N:27]1[CH2:37][CH2:38][C:7]1[O:8][C:9]2[CH:15]=[CH:14][C:13]([C:16]3[CH:17]=[CH:18][C:19]([C:20]#[N:21])=[CH:22][CH:23]=3)=[CH:12][C:10]=2[CH:11]=1. (4) Given the reactants [NH2:1][C:2]1[C:3]([C:9]([O:11]C)=[O:10])=[N:4][C:5]([Br:8])=[CH:6][CH:7]=1.[Li+].[OH-].Cl, predict the reaction product. The product is: [NH2:1][C:2]1[C:3]([C:9]([OH:11])=[O:10])=[N:4][C:5]([Br:8])=[CH:6][CH:7]=1. (5) Given the reactants [CH2:1]([C:5]1[C:6](Cl)=[N:7][C:8]([Cl:12])=[N:9][C:10]=1[CH3:11])[CH2:2][CH2:3][CH3:4].[C:14]1(B(O)O)[CH:19]=[CH:18][CH:17]=[CH:16][CH:15]=1.C([O-])([O-])=O.[Na+].[Na+], predict the reaction product. The product is: [CH2:1]([C:5]1[C:10]([CH3:11])=[N:9][C:8]([Cl:12])=[N:7][C:6]=1[C:14]1[CH:19]=[CH:18][CH:17]=[CH:16][CH:15]=1)[CH2:2][CH2:3][CH3:4]. (6) The product is: [C:18]([O:22][C:23]([NH:15][CH2:14][CH:11]1[CH2:10][N:9]2[CH:16]=[C:6]([C:4]([O:3][CH2:1][CH3:2])=[O:5])[N:7]=[C:8]2[CH2:13][CH2:12]1)=[O:24])([CH3:21])([CH3:20])[CH3:19]. Given the reactants [CH2:1]([O:3][C:4]([C:6]1[N:7]=[C:8]2[CH:13]=[CH:12][C:11]([C:14]#[N:15])=[CH:10][N:9]2[CH:16]=1)=[O:5])[CH3:2].Cl.[C:18]([O:22][C:23](O[C:23]([O:22][C:18]([CH3:21])([CH3:20])[CH3:19])=[O:24])=[O:24])([CH3:21])([CH3:20])[CH3:19].C(OCC)(=O)C, predict the reaction product. (7) Given the reactants [CH:1]([C:4]1[CH:9]=[CH:8][C:7]([C:10]2[C:19]3[C:14](=[CH:15][CH:16]=[C:17]([O:20][CH2:21][C:22]#[CH:23])[CH:18]=3)[CH:13]=[C:12]([C:24](O)=O)[N:11]=2)=[CH:6][CH:5]=1)([CH3:3])[CH3:2].[F:27][C:28]([F:38])([F:37])[C:29]1[CH:34]=[CH:33][C:32]([NH2:35])=[C:31]([NH2:36])[CH:30]=1.C(N(C(C)C)C(C)C)C.F[P-](F)(F)(F)(F)F.N1(O[P+](N(C)C)(N(C)C)N(C)C)C2C=CC=CC=2N=N1.C(O)(C(F)(F)F)=O, predict the reaction product. The product is: [CH:1]([C:4]1[CH:9]=[CH:8][C:7]([C:10]2[C:19]3[C:14](=[CH:15][CH:16]=[C:17]([O:20][CH2:21][C:22]#[CH:23])[CH:18]=3)[CH:13]=[C:12]([C:24]3[NH:35][C:32]4[CH:33]=[CH:34][C:29]([C:28]([F:37])([F:38])[F:27])=[CH:30][C:31]=4[N:36]=3)[N:11]=2)=[CH:6][CH:5]=1)([CH3:3])[CH3:2]. (8) The product is: [CH2:35]([O:34][C:32]1[CH:31]=[C:17]([CH:16]=[C:15]([O:14][CH2:7][C:8]2[CH:9]=[CH:10][CH:11]=[CH:12][CH:13]=2)[CH:33]=1)[C:18]([NH:20][C:21]1[CH:26]=[CH:25][C:24]([C:27]2[NH:28][C:2](=[O:3])[O:30][N:29]=2)=[CH:23][N:22]=1)=[O:19])[C:36]1[CH:41]=[CH:40][CH:39]=[CH:38][CH:37]=1. Given the reactants Cl[C:2](OCC)=[O:3].[CH2:7]([O:14][C:15]1[CH:16]=[C:17]([CH:31]=[C:32]([O:34][CH2:35][C:36]2[CH:41]=[CH:40][CH:39]=[CH:38][CH:37]=2)[CH:33]=1)[C:18]([NH:20][C:21]1[CH:26]=[CH:25][C:24]([C:27]([NH:29][OH:30])=[NH:28])=[CH:23][N:22]=1)=[O:19])[C:8]1[CH:13]=[CH:12][CH:11]=[CH:10][CH:9]=1, predict the reaction product.